From a dataset of Experimentally validated miRNA-target interactions with 360,000+ pairs, plus equal number of negative samples. Binary Classification. Given a miRNA mature sequence and a target amino acid sequence, predict their likelihood of interaction. (1) The protein sequence of the target gene is MLVCYSVLACESLWDLPCSIMGSPLGHFTWDKYLKETCSVPAPVHCFKQSYTPPSNEFKISMKLEAQDPRNTTSTCIATVVGLTGARLRLRLDGSDNKNDFWRLVDSSEIQPIGNCEKNGGMLQPPLGFRLNASSWPMFLLKTLNGAEMAPIKIFHKEPPSPSHNFFKMGMKLEAVDRKNPHFICPATIGEVRGAEVLVTFDGWRGAFDYWCRFDSRDIFPVGWCSLTGDNLQPPGTKVVIPKNPSPSSDVSTEKPSIHSTKTVLEHQPGQRGRKPGKKRGRTPKILIPHPTSTPSKSAE.... The miRNA is ath-miR156f-5p with sequence UGACAGAAGAGAGUGAGCAC. Result: 0 (no interaction). (2) The miRNA is cel-miR-70-3p with sequence UAAUACGUCGUUGGUGUUUCCAU. The protein sequence of the target gene is MESRKRKSELEHYIDKLTDPPEKQRKMAEFYNSLRMFYKRRWNATLKLPHVQGVEVNLYRLYDTVMALGGWQKVAASDKWSDIAEMFGCKDDILCGDHAIKIIYMRYLSKFEQVETIGDVDDYVDNEMSRSRGRNATSFFATNECPISNNRMVQEYQHRDERGQIINEPDYARLTKSLISGLPNEIDFAMNVCMLLSHAGPKQLRICHAPTLLTLLVAHTGVYDEDDETMADMGKEWKRTTKHNFRDFWASSGVPLDMLMTFLDREIEAEYIDEDDQFFTGVSETFNVKDSRCWRLNQVT.... Result: 1 (interaction).